This data is from Full USPTO retrosynthesis dataset with 1.9M reactions from patents (1976-2016). The task is: Predict the reactants needed to synthesize the given product. (1) Given the product [CH2:42]([C:39]1[CH:38]=[N:37][C:36]([C:9]2[CH:10]=[CH:11][C:6]([CH:5]([NH:22][C:23]3[CH:24]=[CH:25][C:26]([C:27]([O:29][CH3:30])=[O:28])=[CH:31][CH:32]=3)[CH2:4][CH2:3][C:2]([F:33])([F:34])[F:1])=[C:7]([CH3:21])[CH:8]=2)=[N:41][CH:40]=1)[CH3:43], predict the reactants needed to synthesize it. The reactants are: [F:1][C:2]([F:34])([F:33])[CH2:3][CH2:4][CH:5]([NH:22][C:23]1[CH:32]=[CH:31][C:26]([C:27]([O:29][CH3:30])=[O:28])=[CH:25][CH:24]=1)[C:6]1[CH:11]=[CH:10][C:9](B2OC(C)(C)C(C)(C)O2)=[CH:8][C:7]=1[CH3:21].Cl[C:36]1[N:41]=[CH:40][C:39]([CH2:42][CH3:43])=[CH:38][N:37]=1.C(=O)([O-])[O-].[Na+].[Na+].COCCOC. (2) Given the product [NH:7]1[C:8]2=[N:9][CH:10]=[CH:11][CH:12]=[C:13]2[CH:17]=[CH:6]1, predict the reactants needed to synthesize it. The reactants are: C(O[C:6](=O)[NH:7][C:8]1(C)[CH:13]=[CH:12][CH:11]=[CH:10][NH:9]1)(C)(C)C.[Li][CH2:17]CCC.Cl. (3) Given the product [NH3:11].[Br:19][C:17]1[CH:16]=[N:15][C:10]2[NH:11][C:12]3[CH:13]=[N:14][C:6]([C:4]([NH2:1])=[O:3])=[CH:7][C:8]=3[C:9]=2[CH:18]=1, predict the reactants needed to synthesize it. The reactants are: [NH3:1].C[O:3][C:4]([C:6]1[N:14]=[CH:13][C:12]2[NH:11][C:10]3[N:15]=[CH:16][C:17]([Br:19])=[CH:18][C:9]=3[C:8]=2[CH:7]=1)=O. (4) Given the product [CH2:1]([O:5][C:6]1[N:14]=[C:13]2[C:9]([N:10]=[CH:11][N:12]2[CH2:15][C:16]2[CH:21]=[CH:20][CH:19]=[C:18]([CH2:22][C:25]#[N:27])[CH:17]=2)=[C:8]([NH2:24])[N:7]=1)[CH2:2][CH2:3][CH3:4], predict the reactants needed to synthesize it. The reactants are: [CH2:1]([O:5][C:6]1[N:14]=[C:13]2[C:9]([N:10]=[CH:11][N:12]2[CH2:15][C:16]2[CH:21]=[CH:20][CH:19]=[C:18]([CH2:22]O)[CH:17]=2)=[C:8]([NH2:24])[N:7]=1)[CH2:2][CH2:3][CH3:4].[CH2:25]([N:27](CC)CC)C.S(Cl)(C1C=CC(C)=CC=1)(=O)=O.[C-]#N.[Na+].